This data is from NCI-60 drug combinations with 297,098 pairs across 59 cell lines. The task is: Regression. Given two drug SMILES strings and cell line genomic features, predict the synergy score measuring deviation from expected non-interaction effect. (1) Drug 1: CC1=C(C=C(C=C1)NC2=NC=CC(=N2)N(C)C3=CC4=NN(C(=C4C=C3)C)C)S(=O)(=O)N.Cl. Drug 2: C1C(C(OC1N2C=NC(=NC2=O)N)CO)O. Cell line: NCIH23. Synergy scores: CSS=-4.91, Synergy_ZIP=-1.79, Synergy_Bliss=-6.81, Synergy_Loewe=-8.26, Synergy_HSA=-8.35. (2) Drug 1: CS(=O)(=O)CCNCC1=CC=C(O1)C2=CC3=C(C=C2)N=CN=C3NC4=CC(=C(C=C4)OCC5=CC(=CC=C5)F)Cl. Drug 2: C1CN(CCN1C(=O)CCBr)C(=O)CCBr. Cell line: U251. Synergy scores: CSS=26.6, Synergy_ZIP=1.51, Synergy_Bliss=6.53, Synergy_Loewe=-1.57, Synergy_HSA=3.98. (3) Drug 1: CC1=C(N=C(N=C1N)C(CC(=O)N)NCC(C(=O)N)N)C(=O)NC(C(C2=CN=CN2)OC3C(C(C(C(O3)CO)O)O)OC4C(C(C(C(O4)CO)O)OC(=O)N)O)C(=O)NC(C)C(C(C)C(=O)NC(C(C)O)C(=O)NCCC5=NC(=CS5)C6=NC(=CS6)C(=O)NCCC[S+](C)C)O. Drug 2: CNC(=O)C1=NC=CC(=C1)OC2=CC=C(C=C2)NC(=O)NC3=CC(=C(C=C3)Cl)C(F)(F)F. Cell line: NCI-H322M. Synergy scores: CSS=-4.95, Synergy_ZIP=1.79, Synergy_Bliss=-0.761, Synergy_Loewe=-2.45, Synergy_HSA=-3.31. (4) Drug 1: CC1=C2C(C(=O)C3(C(CC4C(C3C(C(C2(C)C)(CC1OC(=O)C(C(C5=CC=CC=C5)NC(=O)C6=CC=CC=C6)O)O)OC(=O)C7=CC=CC=C7)(CO4)OC(=O)C)O)C)OC(=O)C. Drug 2: C#CCC(CC1=CN=C2C(=N1)C(=NC(=N2)N)N)C3=CC=C(C=C3)C(=O)NC(CCC(=O)O)C(=O)O. Cell line: SNB-75. Synergy scores: CSS=29.9, Synergy_ZIP=-0.0506, Synergy_Bliss=-13.8, Synergy_Loewe=14.8, Synergy_HSA=-14.5.